From a dataset of Forward reaction prediction with 1.9M reactions from USPTO patents (1976-2016). Predict the product of the given reaction. Given the reactants C([O:3][C:4](=[O:20])[C@@H:5]([O:18][CH3:19])[CH2:6][C:7]1[CH:12]=[CH:11][C:10]([O:13][CH2:14][CH2:15][CH2:16]Br)=[CH:9][CH:8]=1)C.[F:21][C:22]1[CH:23]=[C:24]([OH:28])[CH:25]=[CH:26][CH:27]=1.CO[C@@H](CC1C=CC(OCCCOC2C=CC=CC=2)=CC=1)C(O)=O, predict the reaction product. The product is: [F:21][C:22]1[CH:23]=[C:24]([CH:25]=[CH:26][CH:27]=1)[O:28][CH2:16][CH2:15][CH2:14][O:13][C:10]1[CH:9]=[CH:8][C:7]([CH2:6][C@H:5]([O:18][CH3:19])[C:4]([OH:3])=[O:20])=[CH:12][CH:11]=1.